From a dataset of Peptide-MHC class I binding affinity with 185,985 pairs from IEDB/IMGT. Regression. Given a peptide amino acid sequence and an MHC pseudo amino acid sequence, predict their binding affinity value. This is MHC class I binding data. (1) The binding affinity (normalized) is 0.269. The MHC is HLA-A11:01 with pseudo-sequence HLA-A11:01. The peptide sequence is DSDVSLIIEY. (2) The peptide sequence is EAKTHFSTT. The MHC is HLA-A02:06 with pseudo-sequence HLA-A02:06. The binding affinity (normalized) is 0.